Dataset: Reaction yield outcomes from USPTO patents with 853,638 reactions. Task: Predict the reaction yield, written as a fraction of the theoretical maximum amount of product (1.0 means a 100% yield; for example, 0.34 means a 34% yield). The reactants are [NH2:1][C:2]1[C:7]([CH2:8][OH:9])=[CH:6][C:5]([C:10]2[CH:15]=[CH:14][C:13]([NH:16][C:17]([CH3:20])([CH3:19])[CH3:18])=[C:12]([NH2:21])[CH:11]=2)=[CH:4][N:3]=1.[N:22]1([C:27]2[CH:34]=[CH:33][CH:32]=[CH:31][C:28]=2[CH:29]=O)[CH:26]=[N:25][CH:24]=[N:23]1.OOS([O-])=O.[K+].S([O-])([O-])(=O)=S.[Na+].[Na+]. The catalyst is CN(C=O)C.O. The product is [NH2:1][C:2]1[C:7]([CH2:8][OH:9])=[CH:6][C:5]([C:10]2[CH:15]=[CH:14][C:13]3[N:16]([C:17]([CH3:18])([CH3:20])[CH3:19])[C:29]([C:28]4[CH:31]=[CH:32][CH:33]=[CH:34][C:27]=4[N:22]4[CH:26]=[N:25][CH:24]=[N:23]4)=[N:21][C:12]=3[CH:11]=2)=[CH:4][N:3]=1. The yield is 0.100.